Dataset: Forward reaction prediction with 1.9M reactions from USPTO patents (1976-2016). Task: Predict the product of the given reaction. (1) Given the reactants Br.[Br:2][CH2:3][CH2:4][O:5][NH2:6].[C:7](O[C:7]([O:9][C:10]([CH3:13])([CH3:12])[CH3:11])=[O:8])([O:9][C:10]([CH3:13])([CH3:12])[CH3:11])=[O:8].CCN(CC)CC, predict the reaction product. The product is: [C:10]([O:9][C:7](=[O:8])[NH:6][O:5][CH2:4][CH2:3][Br:2])([CH3:13])([CH3:12])[CH3:11]. (2) Given the reactants [NH2:1][C:2]1[CH:10]=[CH:9][C:8]([Br:11])=[CH:7][C:3]=1[C:4]([OH:6])=O.[F:12][C:13]([F:25])([F:24])[C:14](=O)[CH2:15][CH2:16][C:17]1[CH:22]=[CH:21][CH:20]=[CH:19][CH:18]=1.CS(O)(=O)=O.O=P12OP3(OP(OP(O3)(O1)=O)(=O)O2)=O, predict the reaction product. The product is: [CH2:16]([C:15]1[C:14]([C:13]([F:12])([F:25])[F:24])=[N:1][C:2]2[C:3]([C:4]=1[OH:6])=[CH:7][C:8]([Br:11])=[CH:9][CH:10]=2)[C:17]1[CH:22]=[CH:21][CH:20]=[CH:19][CH:18]=1.